This data is from Reaction yield outcomes from USPTO patents with 853,638 reactions. The task is: Predict the reaction yield, written as a fraction of the theoretical maximum amount of product (1.0 means a 100% yield; for example, 0.34 means a 34% yield). (1) The reactants are Cl[C:2]1[C:3]([NH2:9])=[N:4][CH:5]=[N:6][C:7]=1Cl.[F:10][C:11]([F:29])([F:28])[C:12]1[CH:13]=[C:14]([CH:25]=[CH:26][CH:27]=1)[O:15][C:16]1[CH:21]=[CH:20][C:19](B(O)O)=[CH:18][CH:17]=1.[NH2:30][CH2:31][C:32]1([C:45]([OH:47])=[O:46])[CH2:37][CH2:36][N:35]([C:38]([O:40]C(C)(C)C)=O)[CH2:34][CH2:33]1.[C:48](O)(=O)[CH:49]=C. No catalyst specified. The product is [C:38]([N:35]1[CH2:34][CH2:33][C:32]([CH2:31][NH:30][C:7]2[C:2]([C:19]3[CH:20]=[CH:21][C:16]([O:15][C:14]4[CH:25]=[CH:26][CH:27]=[C:12]([C:11]([F:29])([F:28])[F:10])[CH:13]=4)=[CH:17][CH:18]=3)=[C:3]([NH2:9])[N:4]=[CH:5][N:6]=2)([C:45]([OH:47])=[O:46])[CH2:37][CH2:36]1)(=[O:40])[CH:48]=[CH2:49]. The yield is 0.112. (2) The yield is 0.800. The catalyst is CCO. The reactants are [OH:1][CH:2]([C:13]1[CH:18]=[CH:17][CH:16]=[CH:15][C:14]=1[O:19][CH3:20])[CH2:3][O:4][C:5]1[CH:12]=[CH:11][C:8]([CH:9]=O)=[CH:7][CH:6]=1.[S:21]1[CH2:25][C:24](=[O:26])[NH:23][C:22]1=[O:27].N1CCCCC1. The product is [OH:1][CH:2]([C:13]1[CH:18]=[CH:17][CH:16]=[CH:15][C:14]=1[O:19][CH3:20])[CH2:3][O:4][C:5]1[CH:12]=[CH:11][C:8](/[CH:9]=[C:25]2/[C:24](=[O:26])[NH:23][C:22](=[O:27])[S:21]/2)=[CH:7][CH:6]=1. (3) The yield is 0.750. The catalyst is C1COCC1.[Zn].Cl[Ti](Cl)(Cl)Cl. The product is [Br:1][C:2]1[CH:7]=[CH:6][C:5]([C:8](=[C:18]2[CH2:24][CH2:23][CH2:22][CH2:21][CH2:20][CH2:19]2)[C:10]2[CH:15]=[CH:14][C:13]([OH:16])=[CH:12][CH:11]=2)=[CH:4][C:3]=1[F:17]. The reactants are [Br:1][C:2]1[CH:7]=[CH:6][C:5]([C:8]([C:10]2[CH:15]=[CH:14][C:13]([OH:16])=[CH:12][CH:11]=2)=O)=[CH:4][C:3]=1[F:17].[C:18]1(=O)[CH2:24][CH2:23][CH2:22][CH2:21][CH2:20][CH2:19]1. (4) The reactants are [Cl:1][C:2]1[N:3]=[C:4]([CH2:11][CH2:12][CH2:13][NH2:14])[C:5]2[S:10][CH:9]=[CH:8][C:6]=2[N:7]=1.[Br:15]N1C(=O)CCC1=O. The catalyst is C(#N)C. The product is [Br:15][C:8]1[C:6]2[N:7]=[C:2]([Cl:1])[N:3]=[C:4]([CH2:11][CH2:12][CH2:13][NH2:14])[C:5]=2[S:10][CH:9]=1. The yield is 0.610. (5) The reactants are FC(F)(F)S(O[C:7]1[CH:12]=[CH:11][N:10]=[C:9]([NH:13][C:14]2[CH:19]=[CH:18][C:17]([C:20]#[N:21])=[CH:16][CH:15]=2)[N:8]=1)(=O)=O.[Cl:24][C:25]1[CH:30]=[C:29]([C:31]([F:34])([F:33])[F:32])[CH:28]=[C:27]([Cl:35])[C:26]=1[NH2:36]. The catalyst is O1CCOCC1. The product is [Cl:24][C:25]1[CH:30]=[C:29]([C:31]([F:34])([F:32])[F:33])[CH:28]=[C:27]([Cl:35])[C:26]=1[NH:36][C:7]1[CH:12]=[CH:11][N:10]=[C:9]([NH:13][C:14]2[CH:15]=[CH:16][C:17]([C:20]#[N:21])=[CH:18][CH:19]=2)[N:8]=1. The yield is 0.0920.